Task: Predict the product of the given reaction.. Dataset: Forward reaction prediction with 1.9M reactions from USPTO patents (1976-2016) (1) Given the reactants [NH2:1][C:2]1[CH:3]=[N:4][CH:5]=[C:6]([Br:8])[CH:7]=1.[F:9][C:10]1[CH:15]=[C:14]([F:16])[CH:13]=[CH:12][C:11]=1[S:17](Cl)(=[O:19])=[O:18], predict the reaction product. The product is: [Br:8][C:6]1[CH:7]=[C:2]([NH:1][S:17]([C:11]2[CH:12]=[CH:13][C:14]([F:16])=[CH:15][C:10]=2[F:9])(=[O:19])=[O:18])[CH:3]=[N:4][CH:5]=1. (2) The product is: [C:1]([N:4]1[C:13]2[C:8](=[CH:9][C:10]([C:23]3[CH:28]=[CH:27][CH:26]=[CH:25][CH:24]=3)=[CH:11][CH:12]=2)[C@H:7]([NH:15][C:16](=[O:21])[O:17][CH:18]([CH3:20])[CH3:19])[CH2:6][C@@H:5]1[CH3:22])(=[O:3])[CH3:2]. Given the reactants [C:1]([N:4]1[C:13]2[C:8](=[CH:9][C:10](Br)=[CH:11][CH:12]=2)[C@H:7]([NH:15][C:16](=[O:21])[O:17][CH:18]([CH3:20])[CH3:19])[CH2:6][C@@H:5]1[CH3:22])(=[O:3])[CH3:2].[C:23]1(B(O)O)[CH:28]=[CH:27][CH:26]=[CH:25][CH:24]=1.C(=O)([O-])[O-].[K+].[K+], predict the reaction product.